Dataset: Full USPTO retrosynthesis dataset with 1.9M reactions from patents (1976-2016). Task: Predict the reactants needed to synthesize the given product. (1) Given the product [F:14][C:9]1[CH:8]=[C:7]([C:5]2[S:4][C:3]([C:15]([NH:17][C:18]3([C:24]([OH:26])=[O:25])[CH2:19][CH2:20][CH2:21][CH2:22][CH2:23]3)=[O:16])=[C:2]([NH:1][C:29]([NH:28][C:31]3[C:32]([CH3:39])=[CH:33][C:34]([CH3:38])=[CH:35][C:36]=3[CH3:37])=[O:30])[CH:6]=2)[CH:12]=[CH:11][C:10]=1[F:13], predict the reactants needed to synthesize it. The reactants are: [NH2:1][C:2]1[CH:6]=[C:5]([C:7]2[CH:12]=[CH:11][C:10]([F:13])=[C:9]([F:14])[CH:8]=2)[S:4][C:3]=1[C:15]([NH:17][C:18]1([C:24]([O:26]C)=[O:25])[CH2:23][CH2:22][CH2:21][CH2:20][CH2:19]1)=[O:16].[N:28]([C:31]1[C:36]([CH3:37])=[CH:35][C:34]([CH3:38])=[CH:33][C:32]=1[CH3:39])=[C:29]=[O:30].CO. (2) Given the product [CH3:17][O:18][C:19]1[CH:20]=[CH:21][C:22]([C:23]([NH:25][C:26]2[CH:27]=[N:28][CH:29]=[CH:30][C:31]=2[NH:32][C:33](=[O:47])[C:34]2[CH:39]=[CH:38][C:37]([O:40][CH3:41])=[CH:36][C:35]=2[O:42][CH2:43][CH2:44][CH2:45][NH:46][C:7]([C:3]2[N:2]([CH3:1])[CH:6]=[CH:5][CH:4]=2)=[O:9])=[O:24])=[CH:48][CH:49]=1, predict the reactants needed to synthesize it. The reactants are: [CH3:1][N:2]1[CH:6]=[CH:5][CH:4]=[C:3]1[C:7]([OH:9])=O.C(Cl)(Cl)Cl.N=C=N.[CH3:17][O:18][C:19]1[CH:49]=[CH:48][C:22]([C:23]([NH:25][C:26]2[CH:27]=[N:28][CH:29]=[CH:30][C:31]=2[NH:32][C:33](=[O:47])[C:34]2[CH:39]=[CH:38][C:37]([O:40][CH3:41])=[CH:36][C:35]=2[O:42][CH2:43][CH2:44][CH2:45][NH2:46])=[O:24])=[CH:21][CH:20]=1. (3) Given the product [CH2:22]([O:21][C:20](=[O:24])[CH2:19][C:6]1([CH2:5][C:4]([NH:31][CH2:29][CH3:30])=[O:3])[CH2:7][CH2:8][N:9]([C:12]([O:14][C:15]([CH3:18])([CH3:17])[CH3:16])=[O:13])[CH2:10][CH2:11]1)[CH3:23], predict the reactants needed to synthesize it. The reactants are: C([O:3][C:4](=O)[CH2:5][C:6]1([CH2:19][C:20](=[O:24])[O:21][CH2:22][CH3:23])[CH2:11][CH2:10][N:9]([C:12]([O:14][C:15]([CH3:18])([CH3:17])[CH3:16])=[O:13])[CH2:8][CH2:7]1)C.[OH-].[Na+].Cl.[CH2:29]([NH2:31])[CH3:30].ON1C2C=CC=CC=2N=N1.Cl.C(N=C=NCCCN(C)C)C. (4) The reactants are: C([C:3]1[C:8]([C:9]([OH:11])=[O:10])=[C:7]([Cl:12])[CH:6]=[CH:5][C:4]=1[C:13]1[CH:18]=[CH:17][C:16]([F:19])=[CH:15][CH:14]=1)C.O.[OH-].[Na+].Cl. Given the product [Cl:12][C:7]1[CH:6]=[CH:5][C:4]([C:13]2[CH:14]=[CH:15][C:16]([F:19])=[CH:17][CH:18]=2)=[CH:3][C:8]=1[C:9]([OH:11])=[O:10], predict the reactants needed to synthesize it. (5) Given the product [OH:11][CH:10]([C:12]1[CH:17]=[CH:16][C:15]([OH:18])=[CH:14][CH:13]=1)[CH:9]([N:7]1[CH2:6][CH:5]2[CH2:20][C:2]([CH2:21][CH2:22][C:23]3[CH:28]=[CH:27][CH:26]=[CH:25][CH:24]=3)([OH:1])[CH2:3][CH:4]2[CH2:8]1)[CH3:19], predict the reactants needed to synthesize it. The reactants are: [OH:1][C:2]1([CH2:21][CH2:22][C:23]2[CH:28]=[CH:27][CH:26]=[CH:25][CH:24]=2)[CH2:20][CH:5]2[CH2:6][N:7]([CH:9]([CH3:19])[C:10]([C:12]3[CH:17]=[CH:16][C:15]([OH:18])=[CH:14][CH:13]=3)=[O:11])[CH2:8][CH:4]2[CH2:3]1.[BH4-].[Na+]. (6) Given the product [F:8][C:5]1[CH:6]=[CH:7][C:2]([N:12]2[CH2:17][CH2:16][CH:15]([C:18]([OH:20])=[O:19])[CH2:14][CH2:13]2)=[C:3]([N+:9]([O-:11])=[O:10])[CH:4]=1, predict the reactants needed to synthesize it. The reactants are: F[C:2]1[CH:7]=[CH:6][C:5]([F:8])=[CH:4][C:3]=1[N+:9]([O-:11])=[O:10].[NH:12]1[CH2:17][CH2:16][CH:15]([C:18]([OH:20])=[O:19])[CH2:14][CH2:13]1.CN1C(=O)CCC1.Cl. (7) Given the product [F:1][C:2]1[CH:7]=[C:6]([F:8])[CH:5]=[CH:4][C:3]=1[C:9]([OH:30])([CH2:24][N:25]1[CH:29]=[N:28][N:27]=[N:26]1)[C:10]([C:13]1[N:18]=[CH:17][C:16]([CH2:19][CH2:20][C:21](=[O:23])[CH3:22])=[CH:15][CH:14]=1)([F:11])[F:12], predict the reactants needed to synthesize it. The reactants are: [F:1][C:2]1[CH:7]=[C:6]([F:8])[CH:5]=[CH:4][C:3]=1[C:9]([OH:30])([CH2:24][N:25]1[CH:29]=[N:28][N:27]=[N:26]1)[C:10]([C:13]1[N:18]=[CH:17][C:16](/[CH:19]=[CH:20]\[C:21](=[O:23])[CH3:22])=[CH:15][CH:14]=1)([F:12])[F:11]. (8) Given the product [S:13]1[CH:14]=[CH:15][N:16]=[C:12]1[NH:11][S:8]([C:5]1[CH:6]=[CH:7][C:2]([C:24]([NH:23][CH2:22][C:18]2[S:17][CH:21]=[CH:20][CH:19]=2)=[O:25])=[CH:3][CH:4]=1)(=[O:10])=[O:9], predict the reactants needed to synthesize it. The reactants are: I[C:2]1[CH:7]=[CH:6][C:5]([S:8]([NH:11][C:12]2[S:13][CH:14]=[CH:15][N:16]=2)(=[O:10])=[O:9])=[CH:4][CH:3]=1.[S:17]1[CH:21]=[CH:20][CH:19]=[C:18]1[CH2:22][NH2:23].[C:24](=O)([O-])[O-:25].[Na+].[Na+].O.C(=O)([O-])[O-]. (9) Given the product [CH3:1][C@H:2]1[NH:3][CH2:4][CH2:5][N:6]([C:13]([O:12][C:9]([CH3:11])([CH3:10])[CH3:8])=[O:14])[CH2:7]1, predict the reactants needed to synthesize it. The reactants are: [CH3:1][C@@H:2]1[CH2:7][NH:6][CH2:5][CH2:4][NH:3]1.[CH3:8][C:9]([O:12][C:13](ON=C(C1C=CC=CC=1)C#N)=[O:14])([CH3:11])[CH3:10]. (10) Given the product [C:11]([Si:8]([O:7][CH2:6][C:5]1[CH:15]=[CH:16][C:2]([I:18])=[CH:3][C:4]=1[F:17])([CH3:10])[CH3:9])([CH3:14])([CH3:13])[CH3:12], predict the reactants needed to synthesize it. The reactants are: Br[C:2]1[CH:16]=[CH:15][C:5]([CH2:6][O:7][Si:8]([C:11]([CH3:14])([CH3:13])[CH3:12])([CH3:10])[CH3:9])=[C:4]([F:17])[CH:3]=1.[I-:18].[Na+].CN(C)CCN.